From a dataset of Forward reaction prediction with 1.9M reactions from USPTO patents (1976-2016). Predict the product of the given reaction. (1) Given the reactants [NH2:1][C@@H:2]([C:8]1[CH:13]=[CH:12][C:11](F)=[CH:10][CH:9]=1)[CH2:3][C:4]([O:6][CH3:7])=[O:5].COC(=O)C[C@@H](NC(OC(C)(C)C)=O)C1C=CC=CC=1, predict the reaction product. The product is: [CH3:7][O:6][C:4](=[O:5])[CH2:3][C@@H:2]([NH2:1])[C:8]1[CH:13]=[CH:12][CH:11]=[CH:10][CH:9]=1. (2) Given the reactants [CH2:1]1[CH2:6][C@H:5]([C:7]([OH:9])=[O:8])[CH2:4][CH2:3][C@H:2]1[CH2:10][NH2:11].[CH3:12][CH:13]([CH3:30])[CH2:14][C:15]([O:17][CH2:18][O:19][C:20](ON1C(=O)CCC1=O)=[O:21])=[O:16], predict the reaction product. The product is: [CH3:12][CH:13]([CH3:30])[CH2:14][C:15]([O:17][CH2:18][O:19][C:20]([NH:11][CH2:10][C@H:2]1[CH2:3][CH2:4][C@H:5]([C:7]([OH:9])=[O:8])[CH2:6][CH2:1]1)=[O:21])=[O:16]. (3) Given the reactants [CH3:1][O:2][C:3](=[O:15])[CH2:4][CH2:5][C:6]1[CH:11]=[CH:10][C:9]([CH2:12]Cl)=[CH:8][C:7]=1[CH3:14].[N-:16]=[N+:17]=[N-:18].[Na+].O, predict the reaction product. The product is: [CH3:1][O:2][C:3](=[O:15])[CH2:4][CH2:5][C:6]1[CH:11]=[CH:10][C:9]([CH2:12][N:16]=[N+:17]=[N-:18])=[CH:8][C:7]=1[CH3:14]. (4) Given the reactants Br[CH2:2][C:3]([O:5][CH2:6][CH3:7])=[O:4].[N+:8]([C:11]1[CH:16]=[CH:15][C:14]([OH:17])=[CH:13][CH:12]=1)([O-:10])=[O:9], predict the reaction product. The product is: [N+:8]([C:11]1[CH:16]=[CH:15][C:14]([O:17][CH2:2][C:3]([O:5][CH2:6][CH3:7])=[O:4])=[CH:13][CH:12]=1)([O-:10])=[O:9].